Predict the product of the given reaction. From a dataset of Forward reaction prediction with 1.9M reactions from USPTO patents (1976-2016). Given the reactants [CH3:1][C:2]1[CH:7]=[CH:6][CH:5]=[CH:4][C:3]=1[CH:8]([C:10]1[CH:15]=[CH:14][C:13]([C:16]2[O:17][CH2:18][C:19]([CH3:22])([CH3:21])[N:20]=2)=[CH:12][CH:11]=1)[OH:9], predict the reaction product. The product is: [CH3:1][C:2]1[CH:7]=[CH:6][CH:5]=[CH:4][C:3]=1[C:8]([C:10]1[CH:11]=[CH:12][C:13]([C:16]2[O:17][CH2:18][C:19]([CH3:22])([CH3:21])[N:20]=2)=[CH:14][CH:15]=1)=[O:9].